From a dataset of Forward reaction prediction with 1.9M reactions from USPTO patents (1976-2016). Predict the product of the given reaction. Given the reactants C([O:3][C:4](=[O:35])[CH2:5][N:6]([C:14](=[O:34])[C:15]1[CH:20]=[CH:19][CH:18]=[C:17]([C:21](=[O:33])[NH:22][CH2:23][C:24]2[CH:32]=[CH:31][C:27]3[O:28][CH2:29][O:30][C:26]=3[CH:25]=2)[CH:16]=1)[CH2:7][C:8]1[CH:13]=[CH:12][CH:11]=[CH:10][CH:9]=1)C.O.O1CCOCC1.[OH-].[Na+], predict the reaction product. The product is: [O:28]1[C:27]2[CH:31]=[CH:32][C:24]([CH2:23][NH:22][C:21]([C:17]3[CH:16]=[C:15]([CH:20]=[CH:19][CH:18]=3)[C:14]([N:6]([CH2:5][C:4]([OH:35])=[O:3])[CH2:7][C:8]3[CH:13]=[CH:12][CH:11]=[CH:10][CH:9]=3)=[O:34])=[O:33])=[CH:25][C:26]=2[O:30][CH2:29]1.